Task: Predict which catalyst facilitates the given reaction.. Dataset: Catalyst prediction with 721,799 reactions and 888 catalyst types from USPTO (1) Reactant: [CH2:1]([O:8][CH2:9][C@H:10]1[O:14][C:13]([NH2:15])=[N:12][CH2:11]1)[C:2]1[CH:7]=[CH:6][CH:5]=[CH:4][CH:3]=1.[C:16](OCC)(=[O:19])[C:17]#[CH:18]. Product: [CH2:1]([O:8][CH2:9][C@H:10]1[O:14][C:13]2=[N:15][C:16](=[O:19])[CH:17]=[CH:18][N:12]2[CH2:11]1)[C:2]1[CH:7]=[CH:6][CH:5]=[CH:4][CH:3]=1. The catalyst class is: 8. (2) Reactant: [Cl:1][C:2]1[N:3]=[C:4]([N:14]2[CH2:19][CH2:18][O:17][CH2:16][CH2:15]2)[C:5]2[S:10][C:9]([CH2:11][CH:12]=O)=[CH:8][C:6]=2[N:7]=1.[CH3:20][S:21]([N:24]1[CH2:29][CH2:28][NH:27][CH2:26][CH2:25]1)(=[O:23])=[O:22].COC(OC)OC.C(O[BH-](OC(=O)C)OC(=O)C)(=O)C.[Na+]. Product: [Cl:1][C:2]1[N:3]=[C:4]([N:14]2[CH2:19][CH2:18][O:17][CH2:16][CH2:15]2)[C:5]2[S:10][C:9]([CH2:11][CH2:12][N:27]3[CH2:28][CH2:29][N:24]([S:21]([CH3:20])(=[O:23])=[O:22])[CH2:25][CH2:26]3)=[CH:8][C:6]=2[N:7]=1. The catalyst class is: 26. (3) Reactant: [C:1]1([CH2:7][O:8][CH2:9][CH2:10][O:11][CH2:12][CH2:13][O:14][CH2:15][CH2:16][O:17][CH2:18][CH2:19][O:20][CH2:21][CH2:22][O:23][CH2:24][CH2:25][OH:26])[CH:6]=[CH:5][CH:4]=[CH:3][CH:2]=1.[C:27]1([CH3:37])[CH:32]=[CH:31][C:30]([S:33](Cl)(=[O:35])=[O:34])=[CH:29][CH:28]=1.C(N(CC)CC)C. Product: [CH3:37][C:27]1[CH:32]=[CH:31][C:30]([S:33]([O:26][CH2:25][CH2:24][O:23][CH2:22][CH2:21][O:20][CH2:19][CH2:18][O:17][CH2:16][CH2:15][O:14][CH2:13][CH2:12][O:11][CH2:10][CH2:9][O:8][CH2:7][C:1]2[CH:6]=[CH:5][CH:4]=[CH:3][CH:2]=2)(=[O:35])=[O:34])=[CH:29][CH:28]=1. The catalyst class is: 4. (4) The catalyst class is: 28. Product: [CH3:7][C:8]([CH3:20])([CH2:12][CH2:13][C:14]1[CH:15]=[CH:16][CH:17]=[CH:18][CH:19]=1)[CH2:9][OH:10]. Reactant: [H-].[H-].[H-].[H-].[Li+].[Al+3].[CH3:7][C:8]([CH3:20])([CH2:12][CH2:13][C:14]1[CH:19]=[CH:18][CH:17]=[CH:16][CH:15]=1)[C:9](O)=[O:10]. (5) Reactant: [N+:1]([C:4]1[CH:9]=[CH:8][CH:7]=[CH:6][C:5]=1[S:10]([NH:13][C:14]1[CH:19]=[CH:18][C:17]([CH2:20][CH2:21][C:22]([O:24][CH3:25])=[O:23])=[CH:16][CH:15]=1)(=[O:12])=[O:11])([O-:3])=[O:2].[C:26]1([C:32]2[N:33]([CH2:41][C:42]3[CH:47]=[CH:46][C:45]([CH2:48]O)=[CH:44][CH:43]=3)[C:34]3[C:39]([CH:40]=2)=[CH:38][CH:37]=[CH:36][CH:35]=3)[CH:31]=[CH:30][CH:29]=[CH:28][CH:27]=1.C1(P(C2C=CC=CC=2)C2C=CC=CC=2)C=CC=CC=1.N(C(OCC)=O)=NC(OCC)=O. Product: [N+:1]([C:4]1[CH:9]=[CH:8][CH:7]=[CH:6][C:5]=1[S:10]([N:13]([CH2:48][C:45]1[CH:44]=[CH:43][C:42]([CH2:41][N:33]2[C:34]3[C:39](=[CH:38][CH:37]=[CH:36][CH:35]=3)[CH:40]=[C:32]2[C:26]2[CH:31]=[CH:30][CH:29]=[CH:28][CH:27]=2)=[CH:47][CH:46]=1)[C:14]1[CH:19]=[CH:18][C:17]([CH2:20][CH2:21][C:22]([O:24][CH3:25])=[O:23])=[CH:16][CH:15]=1)(=[O:12])=[O:11])([O-:3])=[O:2]. The catalyst class is: 7. (6) Reactant: [CH:1]1[C:10]2[C:5](=[CH:6][CH:7]=[CH:8][CH:9]=2)[CH:4]=[CH:3][C:2]=1[CH2:11][O:12][CH2:13][CH:14]1[CH2:41][CH2:40][C:17]2[N:18](C(C3C=CC=CC=3)(C3C=CC=CC=3)C3C=CC=CC=3)[CH:19]=[N:20][C:16]=2[CH2:15]1.C1C2C(=CC=CC=2)C=CC=1COCC1CCC2N=CN(C(C3C=CC=CC=3)(C3C=CC=CC=3)C3C=CC=CC=3)C=2C1.C(O)(=O)C. Product: [CH:1]1[C:10]2[C:5](=[CH:6][CH:7]=[CH:8][CH:9]=2)[CH:4]=[CH:3][C:2]=1[CH2:11][O:12][CH2:13][CH:14]1[CH2:41][CH2:40][C:17]2[NH:18][CH:19]=[N:20][C:16]=2[CH2:15]1. The catalyst class is: 6. (7) Reactant: Br[C:2]1[CH:7]=[C:6]([Cl:8])[CH:5]=[CH:4][N:3]=1.C([Li])CCC.[O:14]=[C:15]1[CH2:20][CH2:19][N:18]([C:21]([O:23][C:24]([CH3:27])([CH3:26])[CH3:25])=[O:22])[CH2:17][CH2:16]1.[Cl-].[NH4+]. Product: [Cl:8][C:6]1[CH:5]=[CH:4][N:3]=[C:2]([C:15]2([OH:14])[CH2:16][CH2:17][N:18]([C:21]([O:23][C:24]([CH3:26])([CH3:25])[CH3:27])=[O:22])[CH2:19][CH2:20]2)[CH:7]=1. The catalyst class is: 2. (8) The catalyst class is: 2. Product: [CH3:1][C:2]1[N:7]=[C:6]([C:8]([NH:22][CH2:21][CH2:20][N:14]2[CH2:19][CH2:18][O:17][CH2:16][CH2:15]2)=[O:10])[CH:5]=[CH:4][C:3]=1[N+:11]([O-:13])=[O:12]. Reactant: [CH3:1][C:2]1[N:7]=[C:6]([C:8]([OH:10])=O)[CH:5]=[CH:4][C:3]=1[N+:11]([O-:13])=[O:12].[N:14]1([CH2:20][CH2:21][NH2:22])[CH2:19][CH2:18][O:17][CH2:16][CH2:15]1.CN(C(ON1N=NC2C=CC=CC1=2)=[N+](C)C)C.[B-](F)(F)(F)F.CCN(C(C)C)C(C)C. (9) Reactant: [Cl:1][C:2]1[CH:7]=[CH:6][C:5]([N:8]2[C:12]3=[N:13][CH:14]=[CH:15][CH:16]=[C:11]3[N:10]=[C:9]2[C:17](Cl)(Cl)Cl)=[CH:4][C:3]=1[F:21].Cl.[NH:23]1[CH2:26][CH2:25][CH2:24]1.C(=O)([O-])[O-:28].[K+].[K+]. Product: [N:23]1([C:17]([C:9]2[N:8]([C:5]3[CH:6]=[CH:7][C:2]([Cl:1])=[C:3]([F:21])[CH:4]=3)[C:12]3=[N:13][CH:14]=[CH:15][CH:16]=[C:11]3[N:10]=2)=[O:28])[CH2:26][CH2:25][CH2:24]1. The catalyst class is: 47. (10) Reactant: Cl[CH2:2][CH2:3][O:4][C:5]1[CH:10]=[CH:9][C:8]([C:11]([C:13]2[CH:18]=[C:17]([CH3:19])[CH:16]=[CH:15][C:14]=2[O:20][C:21]2[C:30]3[C:25](=[CH:26][C:27]([O:33][CH3:34])=[C:28]([O:31][CH3:32])[CH:29]=3)[N:24]=[CH:23][CH:22]=2)=[O:12])=[CH:7][CH:6]=1.C(=O)([O-])[O-].[K+].[K+].[NH:41]1[CH2:46][CH2:45][O:44][CH2:43][CH2:42]1.O. Product: [CH3:32][O:31][C:28]1[CH:29]=[C:30]2[C:25](=[CH:26][C:27]=1[O:33][CH3:34])[N:24]=[CH:23][CH:22]=[C:21]2[O:20][C:14]1[CH:15]=[CH:16][C:17]([CH3:19])=[CH:18][C:13]=1[C:11]([C:8]1[CH:9]=[CH:10][C:5]([O:4][CH2:3][CH2:2][N:41]2[CH2:46][CH2:45][O:44][CH2:43][CH2:42]2)=[CH:6][CH:7]=1)=[O:12]. The catalyst class is: 9.